From a dataset of Catalyst prediction with 721,799 reactions and 888 catalyst types from USPTO. Predict which catalyst facilitates the given reaction. (1) Reactant: [NH:1]([C:3]([C@@H:5]1[CH2:9][CH2:8][CH2:7][N:6]1[C:10]([O:12][C:13]([CH3:16])([CH3:15])[CH3:14])=[O:11])=[O:4])[NH2:2].[C:17](N1C=CN=C1)(N1C=CN=C1)=[O:18]. Product: [O:18]=[C:17]1[O:4][C:3]([C@@H:5]2[CH2:9][CH2:8][CH2:7][N:6]2[C:10]([O:12][C:13]([CH3:16])([CH3:15])[CH3:14])=[O:11])=[N:1][NH:2]1. The catalyst class is: 54. (2) Product: [Br:1][C:2]1[C:3]([N:23]([CH3:28])[S:24]([CH3:27])(=[O:25])=[O:26])=[CH:4][C:5]2[O:9][C:8]([C:10]3[CH:15]=[CH:14][C:13]([C:16]#[N:17])=[CH:12][CH:11]=3)=[C:7]([C:18]([NH:20][CH3:21])=[O:19])[C:6]=2[CH:22]=1. The catalyst class is: 3. Reactant: [Br:1][C:2]1[C:3]([NH:23][S:24]([CH3:27])(=[O:26])=[O:25])=[CH:4][C:5]2[O:9][C:8]([C:10]3[CH:15]=[CH:14][C:13]([C:16]#[N:17])=[CH:12][CH:11]=3)=[C:7]([C:18]([NH:20][CH3:21])=[O:19])[C:6]=2[CH:22]=1.[C:28]([O-])([O-])=O.[K+].[K+].CI. (3) Reactant: [Cl:1][C:2]1[CH:21]=[CH:20][C:19]([OH:22])=[CH:18][C:3]=1[C:4]([NH:6][CH2:7][C:8]12[CH2:17][CH:12]3[CH2:13][CH:14]([CH2:16][CH:10]([CH2:11]3)[CH2:9]1)[CH2:15]2)=[O:5].C1(P(C2C=CC=CC=2)C2C=CC=CC=2)C=CC=CC=1.[Cl:42][CH2:43][CH2:44]O.N(C(OCC)=O)=NC(OCC)=O. Product: [Cl:1][C:2]1[CH:21]=[CH:20][C:19]([O:22][CH2:44][CH2:43][Cl:42])=[CH:18][C:3]=1[C:4]([NH:6][CH2:7][C:8]12[CH2:17][CH:12]3[CH2:11][CH:10]([CH2:16][CH:14]([CH2:13]3)[CH2:15]1)[CH2:9]2)=[O:5]. The catalyst class is: 7.